This data is from Reaction yield outcomes from USPTO patents with 853,638 reactions. The task is: Predict the reaction yield, written as a fraction of the theoretical maximum amount of product (1.0 means a 100% yield; for example, 0.34 means a 34% yield). (1) The reactants are [Cl:1][C:2]1[N:3]=[CH:4][N:5]([C:7]2[CH:12]=[CH:11][C:10]([NH:13][C:14](SC)=[NH:15])=[CH:9][C:8]=2[O:18][CH3:19])[CH:6]=1.[Cl:20][CH2:21][CH2:22][CH2:23][CH2:24][CH:25]([C:29]1[CH:34]=[CH:33][CH:32]=[C:31]([Cl:35])[CH:30]=1)[C:26](O)=O.[NH2:36][NH2:37]. No catalyst specified. The product is [Cl:20][CH2:21][CH2:22][CH2:23][CH2:24][CH:25]([C:26]1[NH:37][N:36]=[C:14]([NH:13][C:10]2[CH:11]=[CH:12][C:7]([N:5]3[CH:6]=[C:2]([Cl:1])[N:3]=[CH:4]3)=[C:8]([O:18][CH3:19])[CH:9]=2)[N:15]=1)[C:29]1[CH:34]=[CH:33][CH:32]=[C:31]([Cl:35])[CH:30]=1. The yield is 1.00. (2) The reactants are [CH3:1][O:2][C:3](=[O:22])[CH:4]([N:6]1[CH2:11][CH2:10][N:9]([C:12]2[CH:17]=[CH:16][C:15]([C:18]([F:21])([F:20])[F:19])=[CH:14][N:13]=2)[CH2:8][CH2:7]1)[CH3:5].[CH:23](NC(C)C)(C)C.[Li].CI. The catalyst is C1COCC1. The product is [CH3:1][O:2][C:3](=[O:22])[C:4]([CH3:23])([N:6]1[CH2:7][CH2:8][N:9]([C:12]2[CH:17]=[CH:16][C:15]([C:18]([F:20])([F:21])[F:19])=[CH:14][N:13]=2)[CH2:10][CH2:11]1)[CH3:5]. The yield is 0.817. (3) The reactants are Br[C:2]1[CH:3]=[C:4]([CH:7]=[O:8])[O:5][CH:6]=1.[CH:9](/B(O)O)=[CH:10]/[CH3:11].C(C1OC(C=O)=CC=1)C1C=CC=CC=1. The catalyst is CN(C=O)C. The product is [CH:9](/[C:2]1[CH:3]=[C:4]([CH:7]=[O:8])[O:5][CH:6]=1)=[CH:10]/[CH3:11]. The yield is 0.480. (4) The reactants are [C:1]([C:3]1[CH:11]=[C:10]2[C:6]([CH:7]=[C:8]([C:22]([NH:24][S:25]([C:28]3[CH:33]=[CH:32][CH:31]=[C:30]([N+:34]([O-])=O)[CH:29]=3)(=[O:27])=[O:26])=[O:23])[N:9]2[CH2:12][C:13]2[C:18]([CH3:19])=[CH:17][C:16]([CH3:20])=[CH:15][C:14]=2[CH3:21])=[CH:5][CH:4]=1)#[N:2].[H][H]. The catalyst is [Pd].CO. The product is [NH2:34][C:30]1[CH:29]=[C:28]([S:25]([NH:24][C:22]([C:8]2[N:9]([CH2:12][C:13]3[C:18]([CH3:19])=[CH:17][C:16]([CH3:20])=[CH:15][C:14]=3[CH3:21])[C:10]3[C:6]([CH:7]=2)=[CH:5][CH:4]=[C:3]([C:1]#[N:2])[CH:11]=3)=[O:23])(=[O:27])=[O:26])[CH:33]=[CH:32][CH:31]=1. The yield is 0.130. (5) The reactants are [CH2:1]([O:3][C:4]1[CH:5]=[C:6]([C:10]2[CH:15]=[CH:14][C:13]([CH2:16][C:17](O)=[O:18])=[C:12]([N+:20]([O-])=O)[CH:11]=2)[CH:7]=[CH:8][CH:9]=1)[CH3:2]. The catalyst is C(O)(=O)C.[Fe]. The product is [CH2:1]([O:3][C:4]1[CH:5]=[C:6]([C:10]2[CH:11]=[C:12]3[C:13]([CH2:16][C:17](=[O:18])[NH:20]3)=[CH:14][CH:15]=2)[CH:7]=[CH:8][CH:9]=1)[CH3:2]. The yield is 0.910. (6) The reactants are C([O-])(=O)CO.[NH2:6][C:7]1[NH:11][N:10]=[C:9]([CH2:12][OH:13])[N:8]=1.[CH3:14][C:15](=O)[CH2:16][C:17](=O)[CH3:18].C(O)(=O)C. The catalyst is C(Cl)Cl.CCO. The product is [CH3:14][C:15]1[CH:16]=[C:17]([CH3:18])[N:11]2[N:10]=[C:9]([CH2:12][OH:13])[N:8]=[C:7]2[N:6]=1. The yield is 0.817. (7) The reactants are [Br:1][C:2]1[CH:7]=[CH:6][C:5]([C:8]#[C:9][C:10]2[NH:14][C:13]([C@@H:15]3[CH2:19][C@H:18]([CH3:20])[CH2:17][N:16]3[C:21]([O:23][C:24]([CH3:27])([CH3:26])[CH3:25])=[O:22])=[N:12][CH:11]=2)=[CH:4][CH:3]=1.C1C(=O)N([I:35])C(=O)C1. The catalyst is C(Cl)Cl. The product is [Br:1][C:2]1[CH:3]=[CH:4][C:5]([C:8]#[C:9][C:10]2[NH:14][C:13]([C@@H:15]3[CH2:19][C@H:18]([CH3:20])[CH2:17][N:16]3[C:21]([O:23][C:24]([CH3:26])([CH3:25])[CH3:27])=[O:22])=[N:12][C:11]=2[I:35])=[CH:6][CH:7]=1. The yield is 0.960. (8) The product is [Br:18][C:19]1[CH:24]=[CH:23][CH:22]=[CH:21][C:20]=1[NH:25][C:26](=[O:40])[NH:27][C:28]1[CH:33]=[CH:32][C:31]([CH2:34][C:35]([N:1]2[CH2:5][CH2:4][CH2:3][CH:2]2[CH2:6][O:7][C:8]2[CH:9]=[CH:10][C:11]([C:14]([O:16][CH3:17])=[O:15])=[N:12][CH:13]=2)=[O:36])=[CH:30][C:29]=1[O:38][CH3:39]. The reactants are [NH:1]1[CH2:5][CH2:4][CH2:3][CH:2]1[CH2:6][O:7][C:8]1[CH:9]=[CH:10][C:11]([C:14]([O:16][CH3:17])=[O:15])=[N:12][CH:13]=1.[Br:18][C:19]1[CH:24]=[CH:23][CH:22]=[CH:21][C:20]=1[NH:25][C:26](=[O:40])[NH:27][C:28]1[CH:33]=[CH:32][C:31]([CH2:34][C:35](O)=[O:36])=[CH:30][C:29]=1[O:38][CH3:39].CCN=C=NCCCN(C)C.Cl. The catalyst is CN(C1C=CN=CC=1)C.CN(C=O)C. The yield is 0.690. (9) The reactants are [NH2:1][C@H:2]([C:9]([NH:11][CH2:12][C:13]1[CH:18]=[CH:17][C:16]([I:19])=[CH:15][CH:14]=1)=[O:10])[CH2:3][CH2:4][C:5]([O:7][CH3:8])=[O:6].[CH3:20][C:21]([O:24][C:25]([NH:27][C@H:28]([C:35](O)=[O:36])[CH2:29][CH2:30][C:31]([O:33][CH3:34])=[O:32])=[O:26])([CH3:23])[CH3:22].CCN=C=NCCCN(C)C.C1C=CC2N(O)N=NC=2C=1.CCN(C(C)C)C(C)C. The catalyst is C(Cl)Cl. The product is [C:21]([O:24][C:25]([NH:27][C@H:28]([C:35]([NH:1][C@@H:2]([CH2:3][CH2:4][C:5]([O:7][CH3:8])=[O:6])[C:9]([NH:11][CH2:12][C:13]1[CH:14]=[CH:15][C:16]([I:19])=[CH:17][CH:18]=1)=[O:10])=[O:36])[CH2:29][CH2:30][C:31]([O:33][CH3:34])=[O:32])=[O:26])([CH3:22])([CH3:20])[CH3:23]. The yield is 0.770.